This data is from Reaction yield outcomes from USPTO patents with 853,638 reactions. The task is: Predict the reaction yield, written as a fraction of the theoretical maximum amount of product (1.0 means a 100% yield; for example, 0.34 means a 34% yield). (1) The catalyst is CN(C=O)C. The yield is 0.920. The reactants are [SH:1][C:2]1[S:3][C:4]2[CH:10]=[CH:9][C:8]([C:11]#[N:12])=[CH:7][C:5]=2[N:6]=1.[Cl:13][C:14]1[CH:19]=[C:18]([N+:20]([O-:22])=[O:21])[CH:17]=[CH:16][C:15]=1F.[H-].[Na+]. The product is [Cl:13][C:14]1[CH:19]=[C:18]([N+:20]([O-:22])=[O:21])[CH:17]=[CH:16][C:15]=1[S:1][C:2]1[S:3][C:4]2[CH:10]=[CH:9][C:8]([C:11]#[N:12])=[CH:7][C:5]=2[N:6]=1. (2) The reactants are Br[C:2]1[CH:7]=[CH:6][C:5]([C:8]([OH:13])([CH2:11][CH3:12])[CH2:9][CH3:10])=[CH:4][C:3]=1[CH2:14][CH2:15][CH3:16].O1CCCC1.C([Li])CCC.C([O:30][B:31](OC(C)C)[O:32]C(C)C)(C)C. The catalyst is CCCCCC. The product is [CH2:9]([C:8]([C:5]1[CH:6]=[CH:7][C:2]([B:31]([OH:32])[OH:30])=[C:3]([CH2:14][CH2:15][CH3:16])[CH:4]=1)([OH:13])[CH2:11][CH3:12])[CH3:10]. The yield is 0.440. (3) The reactants are [OH:1][C:2]1[CH:3]=[C:4]([CH:8]=[C:9]([C:11]([F:14])([F:13])[F:12])[CH:10]=1)[C:5]([OH:7])=[O:6].C(=O)([O-])[O-].[K+].[K+].Br[CH2:22][CH2:23][CH:24]=[CH2:25].Cl. The catalyst is CN(C=O)C. The product is [CH2:22]([O:6][C:5](=[O:7])[C:4]1[CH:8]=[C:9]([C:11]([F:12])([F:13])[F:14])[CH:10]=[C:2]([O:1][CH2:9][CH2:10][CH:2]=[CH2:3])[CH:3]=1)[CH2:23][CH:24]=[CH2:25]. The yield is 0.800. (4) The product is [CH3:11][O:10][N:9]([CH3:8])[C:1](=[O:6])[CH2:2][CH2:3][CH3:4]. The reactants are [C:1]([OH:6])(=O)[CH2:2][CH2:3][CH3:4].Cl.[CH3:8][NH:9][O:10][CH3:11].F[P-](F)(F)(F)(F)F.N1(O[P+](N(C)C)(N(C)C)N(C)C)C2C=CC=CC=2N=N1. The yield is 0.880. The catalyst is C(Cl)Cl. (5) The reactants are [OH:1][C@@H:2]1[CH2:10][C:9]2[C:4](=[CH:5][CH:6]=[CH:7][CH:8]=2)[C@H:3]1[NH:11][C:12]1[C:13]2[N:14]([C:22]([CH3:26])=[C:23]([CH3:25])[N:24]=2)[CH:15]=[C:16]([C:18]([O:20]C)=[O:19])[CH:17]=1.[OH-].[Na+]. The catalyst is O1CCOCC1. The yield is 0.730. The product is [OH:1][C@@H:2]1[CH2:10][C:9]2[C:4](=[CH:5][CH:6]=[CH:7][CH:8]=2)[C@H:3]1[NH:11][C:12]1[C:13]2[N:14]([C:22]([CH3:26])=[C:23]([CH3:25])[N:24]=2)[CH:15]=[C:16]([C:18]([OH:20])=[O:19])[CH:17]=1. (6) The product is [Cl:1][C:2]1[CH:11]=[CH:10][CH:9]=[C:8]2[C:3]=1[C:4]([O:23][CH3:22])=[CH:5][NH:6][C:7]2=[O:12]. The reactants are [Cl:1][C:2]1[CH:11]=[CH:10][CH:9]=[C:8]2[C:3]=1[CH:4]=[CH:5][NH:6][C:7]2=[O:12].I(C1C=CC=C(C[C:22]([O-])=[O:23])C=1CC([O-])=O)=O.CS(O)(=O)=O. The yield is 0.880. The catalyst is CO. (7) The reactants are [CH2:1]([O:3][C:4]([C:6]([CH3:21])([O:8][C:9]1[CH:14]=[CH:13][C:12]([CH2:15][CH2:16][CH2:17][C:18]([OH:20])=O)=[CH:11][CH:10]=1)[CH3:7])=[O:5])[CH3:2].C(Cl)(=O)C(Cl)=O.CN(C)C=O.CS(O)(=O)=O.[CH3:38][O:39][C:40]1[CH:41]=[C:42]([CH2:46][N:47]([C:49]([NH2:51])=[O:50])[NH2:48])[CH:43]=[CH:44][CH:45]=1. The catalyst is C(OCC)(=O)C.N1C=CC=CC=1. The product is [CH2:1]([O:3][C:4]([C:6]([CH3:7])([O:8][C:9]1[CH:10]=[CH:11][C:12]([CH2:15][CH2:16][CH2:17][C:18]([NH:48][N:47]([CH2:46][C:42]2[CH:43]=[CH:44][CH:45]=[C:40]([O:39][CH3:38])[CH:41]=2)[C:49]([NH2:51])=[O:50])=[O:20])=[CH:13][CH:14]=1)[CH3:21])=[O:5])[CH3:2]. The yield is 0.650.